Regression. Given a peptide amino acid sequence and an MHC pseudo amino acid sequence, predict their binding affinity value. This is MHC class II binding data. From a dataset of Peptide-MHC class II binding affinity with 134,281 pairs from IEDB. (1) The peptide sequence is VVSRLLIPVPFDPPA. The MHC is HLA-DPA10301-DPB10402 with pseudo-sequence HLA-DPA10301-DPB10402. The binding affinity (normalized) is 0.513. (2) The MHC is DRB4_0101 with pseudo-sequence DRB4_0103. The binding affinity (normalized) is 0.472. The peptide sequence is SAFLESQSMNKIGDD.